This data is from Reaction yield outcomes from USPTO patents with 853,638 reactions. The task is: Predict the reaction yield, written as a fraction of the theoretical maximum amount of product (1.0 means a 100% yield; for example, 0.34 means a 34% yield). (1) The reactants are [CH:1]1([C:4]2[C:13]3[C:8](=[CH:9][CH:10]=[CH:11][CH:12]=3)[C:7]([N+:14]([O-])=O)=[CH:6][CH:5]=2)[CH2:3][CH2:2]1. The catalyst is C(O)C.[Pd]. The product is [NH2:14][C:7]1[C:8]2[C:13](=[CH:12][CH:11]=[CH:10][CH:9]=2)[C:4]([CH:1]2[CH2:3][CH2:2]2)=[CH:5][CH:6]=1. The yield is 0.730. (2) The reactants are [Br:1][C:2]1[C:7]([C:8]([OH:10])=[O:9])=[C:6]([F:11])[C:5]([O:12][CH3:13])=[CH:4][CH:3]=1.[CH3:14][Si](C=[N+]=[N-])(C)C. The catalyst is CO. The product is [Br:1][C:2]1[C:7]([C:8]([O:10][CH3:14])=[O:9])=[C:6]([F:11])[C:5]([O:12][CH3:13])=[CH:4][CH:3]=1. The yield is 0.968. (3) The reactants are C[O:2][C:3]([C:5]1([CH2:18][C:19]2[CH:24]=[CH:23][C:22]([Cl:25])=[CH:21][CH:20]=2)[CH2:10][CH2:9][N:8]([C:11]([O:13][C:14]([CH3:17])([CH3:16])[CH3:15])=[O:12])[CH2:7][CH2:6]1)=[O:4].O.[OH-].[Li+].Cl. The catalyst is O1CCOCC1.CO.O. The product is [C:14]([O:13][C:11]([N:8]1[CH2:7][CH2:6][C:5]([CH2:18][C:19]2[CH:24]=[CH:23][C:22]([Cl:25])=[CH:21][CH:20]=2)([C:3]([OH:4])=[O:2])[CH2:10][CH2:9]1)=[O:12])([CH3:17])([CH3:15])[CH3:16]. The yield is 1.00.